From a dataset of Reaction yield outcomes from USPTO patents with 853,638 reactions. Predict the reaction yield, written as a fraction of the theoretical maximum amount of product (1.0 means a 100% yield; for example, 0.34 means a 34% yield). (1) The reactants are C(O[C:6](=O)[N:7](C)[C:8]1[C:9]([O:16][C:17]2[CH:22]=[CH:21][CH:20]=[CH:19][C:18]=2[CH3:23])=[N:10][C:11]([S:14][CH3:15])=[N:12][CH:13]=1)(C)(C)C.[OH-].[Na+]. The catalyst is C(Cl)Cl. The product is [CH3:6][NH:7][C:8]1[C:9]([O:16][C:17]2[CH:22]=[CH:21][CH:20]=[CH:19][C:18]=2[CH3:23])=[N:10][C:11]([S:14][CH3:15])=[N:12][CH:13]=1. The yield is 0.950. (2) The reactants are [N+:1]([C:4]1[CH:9]=[CH:8][C:7](Br)=[CH:6][N:5]=1)([O-:3])=[O:2].[CH3:11][O:12][CH2:13][CH2:14][NH:15][CH3:16].C(N(C(C)C)CC)(C)C. The catalyst is CCO. The product is [CH3:11][O:12][CH2:13][CH2:14][N:15]([CH3:16])[C:7]1[CH:6]=[N:5][C:4]([N+:1]([O-:3])=[O:2])=[CH:9][CH:8]=1. The yield is 0.410. (3) The reactants are I[C:2]1[CH:3]=[C:4]([N+:10]([O-:12])=[O:11])[CH:5]=[CH:6][C:7]=1[O:8][CH3:9].[CH3:13][C:14]1[C:18](B(O)O)=[C:17]([CH3:22])[O:16][N:15]=1.C(=O)([O-])[O-].[Cs+].[Cs+].C([O-])=O. The catalyst is CCOC(C)=O.O.COCCOC. The product is [CH3:13][C:14]1[C:18]([C:2]2[CH:3]=[C:4]([N+:10]([O-:12])=[O:11])[CH:5]=[CH:6][C:7]=2[O:8][CH3:9])=[C:17]([CH3:22])[O:16][N:15]=1. The yield is 0.990. (4) The reactants are [C:1]([C:3]1[CH:8]=[CH:7][CH:6]=[C:5]([C:9]2[O:13][C:12]([C:14](=[O:31])[CH2:15][CH2:16][C:17]3[CH:22]=[CH:21][C:20]([CH2:23][O:24][C:25]4[CH:30]=[CH:29][CH:28]=[CH:27][CH:26]=4)=[CH:19][CH:18]=3)=[N:11][CH:10]=2)[N:4]=1)#[N:2].[N-:32]=[N+:33]=[N-:34].[Na+]. The catalyst is CC(O)C.O.[Br-].[Zn+2].[Br-]. The product is [NH:32]1[C:1]([C:3]2[N:4]=[C:5]([C:9]3[O:13][C:12]([C:14](=[O:31])[CH2:15][CH2:16][C:17]4[CH:22]=[CH:21][C:20]([CH2:23][O:24][C:25]5[CH:26]=[CH:27][CH:28]=[CH:29][CH:30]=5)=[CH:19][CH:18]=4)=[N:11][CH:10]=3)[CH:6]=[CH:7][CH:8]=2)=[N:2][N:34]=[N:33]1. The yield is 0.550. (5) No catalyst specified. The product is [C:1]([NH:20][CH2:19][CH2:18][NH2:21])([O:2][C:3]([CH3:4])([CH3:8])[CH3:22])=[O:17]. The reactants are [C:1](=[O:17])([O-])[O:2][C:3]1[CH:8]=CC([N+]([O-])=O)=C[C:4]=1C(C)(C)C.[CH2:18]([NH2:21])[CH2:19][NH2:20].[CH3:22]N(C=O)C. The yield is 0.630. (6) The product is [F:21][C:20]1[C:14]2[C:15](=[N:16][N:12]([CH2:8][CH2:9][C:10]#[C:11][C:2]3[CH:7]=[CH:6][CH:5]=[CH:4][N:3]=3)[N:13]=2)[CH:17]=[CH:18][C:19]=1[F:22]. The reactants are Br[C:2]1[CH:7]=[CH:6][CH:5]=[CH:4][N:3]=1.[CH2:8]([N:12]1[N:16]=[C:15]2[CH:17]=[CH:18][C:19]([F:22])=[C:20]([F:21])[C:14]2=[N:13]1)[CH2:9][C:10]#[CH:11]. No catalyst specified. The yield is 0.600.